From a dataset of NCI-60 drug combinations with 297,098 pairs across 59 cell lines. Regression. Given two drug SMILES strings and cell line genomic features, predict the synergy score measuring deviation from expected non-interaction effect. Drug 1: CCC1(CC2CC(C3=C(CCN(C2)C1)C4=CC=CC=C4N3)(C5=C(C=C6C(=C5)C78CCN9C7C(C=CC9)(C(C(C8N6C=O)(C(=O)OC)O)OC(=O)C)CC)OC)C(=O)OC)O.OS(=O)(=O)O. Drug 2: CC(C)NC(=O)C1=CC=C(C=C1)CNNC.Cl. Cell line: TK-10. Synergy scores: CSS=-4.21, Synergy_ZIP=3.16, Synergy_Bliss=1.14, Synergy_Loewe=-0.0106, Synergy_HSA=-3.07.